This data is from Catalyst prediction with 721,799 reactions and 888 catalyst types from USPTO. The task is: Predict which catalyst facilitates the given reaction. (1) Reactant: Cl[C:2]1[N:7]=[CH:6][N:5]=[C:4]([C:8]2[CH:14]=[C:13]([C:15]([F:18])([F:17])[F:16])[CH:12]=[CH:11][C:9]=2[NH2:10])[CH:3]=1.[N:19]12CCN(CC1)C[CH2:20]2.[C-]#N.[K+].P([O-])(O)(O)=O.[K+]. Product: [NH2:10][C:9]1[CH:11]=[CH:12][C:13]([C:15]([F:18])([F:17])[F:16])=[CH:14][C:8]=1[C:4]1[N:5]=[CH:6][N:7]=[C:2]([C:20]#[N:19])[CH:3]=1. The catalyst class is: 16. (2) Reactant: Br[C:2]1[CH:7]=[CH:6][CH:5]=[C:4]([CH2:8][C:9]2[CH:14]=[CH:13][C:12]([CH2:15][CH3:16])=[CH:11][CH:10]=2)[CH:3]=1.CCCCCC.C([Li])CCC.[B:28](OC)([O:31]C)[O:29]C.S(=O)(=O)(O)O. Product: [CH2:15]([C:12]1[CH:13]=[CH:14][C:9]([CH2:8][C:4]2[CH:3]=[C:2]([B:28]([OH:31])[OH:29])[CH:7]=[CH:6][CH:5]=2)=[CH:10][CH:11]=1)[CH3:16]. The catalyst class is: 1. (3) Reactant: [CH2:1]([O:3][C:4](=[O:26])[CH:5]([C:10]1[CH:15]=[CH:14][C:13]([O:16][CH2:17][C:18]2[CH:23]=[CH:22][C:21](OC)=[CH:20][CH:19]=2)=[CH:12][CH:11]=1)[CH2:6][C:7]#[C:8][CH3:9])[CH3:2].[CH3:27]C1C=CC=CC=1CBr.C(=O)([O-])[O-].[Cs+].[Cs+].CN(C=O)C. Product: [CH2:1]([O:3][C:4](=[O:26])[CH:5]([C:10]1[CH:15]=[CH:14][C:13]([O:16][CH2:17][C:18]2[CH:23]=[CH:22][CH:21]=[CH:20][C:19]=2[CH3:27])=[CH:12][CH:11]=1)[CH2:6][C:7]#[C:8][CH3:9])[CH3:2]. The catalyst class is: 15. (4) Product: [CH2:19]([N:16]1[CH2:15][CH2:14][CH:13]([C:10]2[O:11][C:12]3[C:4]([C:1]([NH2:2])=[O:3])=[CH:5][CH:6]=[CH:7][C:8]=3[N:9]=2)[CH2:18][CH2:17]1)[CH2:29][CH2:30][CH2:31][CH3:32]. The catalyst class is: 19. Reactant: [C:1]([C:4]1[C:12]2[O:11][C:10]([CH:13]3[CH2:18][CH2:17][N:16]([C:19](OCC4C=CC=CC=4)=O)[CH2:15][CH2:14]3)=[N:9][C:8]=2[CH:7]=[CH:6][CH:5]=1)(=[O:3])[NH2:2].[CH:29](=O)[CH2:30][CH2:31][CH2:32]C.[H][H]. (5) Reactant: [CH3:1][C:2]1[C:3]2[N:4]([C:8]([CH:11]3[CH2:16][CH2:15][N:14]([CH:17]4[CH2:22][CH2:21][O:20][CH2:19][CH2:18]4)[CH2:13][CH2:12]3)=[N:9][CH:10]=2)[CH:5]=[CH:6][N:7]=1.C(O)(=O)C.[Br:27]Br.O. Product: [Br:27][C:10]1[N:9]=[C:8]([CH:11]2[CH2:12][CH2:13][N:14]([CH:17]3[CH2:22][CH2:21][O:20][CH2:19][CH2:18]3)[CH2:15][CH2:16]2)[N:4]2[CH:5]=[CH:6][N:7]=[C:2]([CH3:1])[C:3]=12. The catalyst class is: 4. (6) Reactant: [CH3:1][CH:2]([C:8](OCC)=O)[C:3]([O:5]CC)=[O:4].[O-]CC.[Na+].[Na].ClC[C:20]1[CH:25]=[CH:24][C:23]([CH:26]([CH3:28])[CH3:27])=[CH:22][CH:21]=1.[OH-].[K+]. Product: [CH:26]([C:23]1[CH:24]=[CH:25][C:20]([CH2:8][CH:2]([CH3:1])[C:3]([OH:5])=[O:4])=[CH:21][CH:22]=1)([CH3:28])[CH3:27]. The catalyst class is: 97.